This data is from Forward reaction prediction with 1.9M reactions from USPTO patents (1976-2016). The task is: Predict the product of the given reaction. (1) Given the reactants [CH2:1]([C:3]1[N:7]([C:8]2[C:16]3[O:15][CH2:14][C@@H:13]([N:17](C(=O)C(F)(F)F)[C:18]4[CH:31]=[CH:30][C:21]5[C@H:22]([CH2:25][C:26]([O:28]C)=[O:27])[CH2:23][O:24][C:20]=5[CH:19]=4)[C:12]=3[CH:11]=[CH:10][CH:9]=2)[C:6]2[CH:38]=[C:39]([F:43])[CH:40]=[C:41]([F:42])[C:5]=2[N:4]=1)[CH3:2].[OH-].[Na+].Cl, predict the reaction product. The product is: [CH2:1]([C:3]1[N:7]([C:8]2[C:16]3[O:15][CH2:14][C@@H:13]([NH:17][C:18]4[CH:31]=[CH:30][C:21]5[C@H:22]([CH2:25][C:26]([OH:28])=[O:27])[CH2:23][O:24][C:20]=5[CH:19]=4)[C:12]=3[CH:11]=[CH:10][CH:9]=2)[C:6]2[CH:38]=[C:39]([F:43])[CH:40]=[C:41]([F:42])[C:5]=2[N:4]=1)[CH3:2]. (2) Given the reactants [CH2:1]([N:8]1[CH2:13][CH2:12][CH:11]([C:14]([O:16]C)=O)[CH:10]([C:18]2[CH:23]=[C:22]([CH3:24])[CH:21]=[C:20]([Br:25])[CH:19]=2)[CH2:9]1)[C:2]1[CH:7]=[CH:6][CH:5]=[CH:4][CH:3]=1.[NH4+].[Cl-], predict the reaction product. The product is: [CH2:1]([N:8]1[CH2:9][C@H:10]2[C@H:11]([C:14](=[O:16])[C:23]3[C:18]2=[CH:19][C:20]([Br:25])=[CH:21][C:22]=3[CH3:24])[CH2:12][CH2:13]1)[C:2]1[CH:3]=[CH:4][CH:5]=[CH:6][CH:7]=1. (3) Given the reactants [CH3:1][O:2][C:3]1[CH:29]=[CH:28][C:6]([CH2:7][O:8][C:9]2[C:10](=[O:27])[CH:11]=[C:12]3[C:17](=[O:18])[N:16]([CH2:19][CH2:20][N:21]4[CH2:25][CH2:24][CH2:23][CH2:22]4)[CH2:15][CH2:14][N:13]3[CH:26]=2)=[CH:5][CH:4]=1.[C:30]([O:34][C:35]([NH:37][C:38]1[S:39][CH:40]=[C:41](/[C:43](=[N:71]/[O:72][C@@H:73]([CH2:86][C:87]([O:89][C:90]([CH3:93])([CH3:92])[CH3:91])=[O:88])[C:74]([O:76][CH2:77][C:78]2[CH:83]=[CH:82][C:81]([O:84][CH3:85])=[CH:80][CH:79]=2)=[O:75])/[C:44]([NH:46][C@@H:47]2[C:54](=[O:55])[N:53]3[C@@H:48]2[S@:49](=O)[CH2:50][C:51]([CH2:68][I:69])=[C:52]3[C:56]([O:58][CH2:59][C:60]2[CH:65]=[CH:64][C:63]([O:66][CH3:67])=[CH:62][CH:61]=2)=[O:57])=[O:45])[N:42]=1)=[O:36])([CH3:33])([CH3:32])[CH3:31].P(Br)(Br)Br.[Cl-].[Na+], predict the reaction product. The product is: [C:90]([O:89][C:87](=[O:88])[CH2:86][C@H:73]([O:72]/[N:71]=[C:43](/[C:41]1[N:42]=[C:38]([NH:37][C:35]([O:34][C:30]([CH3:33])([CH3:32])[CH3:31])=[O:36])[S:39][CH:40]=1)\[C:44]([NH:46][C@@H:47]1[C:54](=[O:55])[N:53]2[C@@H:48]1[S:49][CH2:50][C:51]([CH2:68][N+:21]1([CH2:20][CH2:19][N:16]3[CH2:15][CH2:14][N:13]4[CH:26]=[C:9]([O:8][CH2:7][C:6]5[CH:5]=[CH:4][C:3]([O:2][CH3:1])=[CH:29][CH:28]=5)[C:10](=[O:27])[CH:11]=[C:12]4[C:17]3=[O:18])[CH2:22][CH2:23][CH2:24][CH2:25]1)=[C:52]2[C:56]([O:58][CH2:59][C:60]1[CH:61]=[CH:62][C:63]([O:66][CH3:67])=[CH:64][CH:65]=1)=[O:57])=[O:45])[C:74]([O:76][CH2:77][C:78]1[CH:83]=[CH:82][C:81]([O:84][CH3:85])=[CH:80][CH:79]=1)=[O:75])([CH3:93])([CH3:91])[CH3:92].[I-:69].